This data is from Catalyst prediction with 721,799 reactions and 888 catalyst types from USPTO. The task is: Predict which catalyst facilitates the given reaction. (1) The catalyst class is: 12. Reactant: [Cl:1][C:2]1[CH:7]=[C:6]([NH2:8])[CH:5]=[CH:4][N:3]=1.C[Al](C)C.CCCCCC.C[O:20][C:21]([C:23]1[C:28]([NH:29][C:30]([O:32][C:33]([CH3:36])([CH3:35])[CH3:34])=[O:31])=[CH:27][CH:26]=[C:25]([CH3:37])[N:24]=1)=O. Product: [C:33]([O:32][C:30](=[O:31])[NH:29][C:28]1[C:23]([C:21](=[O:20])[NH:8][C:6]2[CH:5]=[CH:4][N:3]=[C:2]([Cl:1])[CH:7]=2)=[N:24][C:25]([CH3:37])=[CH:26][CH:27]=1)([CH3:36])([CH3:34])[CH3:35]. (2) Reactant: [CH2:1]([SH:3])[CH3:2].[CH:4]12[CH2:13][CH:8]3[CH2:9][CH:10]([CH2:12][CH:6]([CH2:7]3)[CH:5]1[NH:14][C:15]([C:17]1[C:18](Cl)=[N:19][C:20]([Cl:23])=[CH:21][CH:22]=1)=[O:16])[CH2:11]2.C(=O)([O-])[O-].[Na+].[Na+]. Product: [CH:6]12[CH2:7][CH:8]3[CH2:9][CH:10]([CH2:11][CH:4]([CH2:13]3)[CH:5]1[NH:14][C:15]([C:17]1[C:18]([S:3][CH2:1][CH3:2])=[N:19][C:20]([Cl:23])=[CH:21][CH:22]=1)=[O:16])[CH2:12]2. The catalyst class is: 31. (3) Product: [Cl:3][C:4]1[CH:5]=[C:6]([CH2:11][C@@H:12]([C:13]2[C:18]([C:19]3[CH:20]=[C:21]([CH:22]=[CH:23][CH:24]=3)[C:25]([NH2:26])=[O:42])=[CH:17][CH:16]=[CH:15][N:14]=2)[NH:27][C:28](=[O:40])[CH2:29][C:30]2[C:38]3[C:33](=[CH:34][CH:35]=[C:36]([OH:39])[CH:37]=3)[NH:32][CH:31]=2)[CH:7]=[C:8]([F:10])[CH:9]=1. The catalyst class is: 16. Reactant: OO.[Cl:3][C:4]1[CH:5]=[C:6]([CH2:11][C@H:12]([NH:27][C:28](=[O:40])[CH2:29][C:30]2[C:38]3[C:33](=[CH:34][CH:35]=[C:36]([OH:39])[CH:37]=3)[NH:32][CH:31]=2)[C:13]2[C:18]([C:19]3[CH:24]=[CH:23][CH:22]=[C:21]([C:25]#[N:26])[CH:20]=3)=[CH:17][CH:16]=[CH:15][N:14]=2)[CH:7]=[C:8]([F:10])[CH:9]=1.C(=O)([O-])[O-:42].[K+].[K+]. (4) The catalyst class is: 11. Reactant: [OH-].[Na+].O.C1(C)C=CC=CC=1.C1COCC1.C1(C)C=CC([C:22]([C@:24](C(O)=O)([OH:39])[C@](C(C2C=CC(C)=CC=2)=O)(O)C(O)=O)=[O:23])=CC=1.[F:44][C:45]1[C:50]([C@@H:51]([NH:53][CH2:54][C@@H:55]([OH:57])[CH3:56])[CH3:52])=[CH:49][CH:48]=[C:47]([F:58])[N:46]=1. Product: [F:44][C:45]1[C:50]([C@@H:51]([N:53]2[CH2:54][C@H:55]([CH3:56])[O:57][C:22](=[O:23])[C:24]2=[O:39])[CH3:52])=[CH:49][CH:48]=[C:47]([F:58])[N:46]=1. (5) Reactant: [Cl:1][C:2]1[CH:10]=[C:9]([C:11]2[CH:16]=[CH:15][CH:14]=[CH:13][C:12]=2[CH3:17])[C:5]([C:6](O)=[O:7])=[CH:4][N:3]=1.S(Cl)(Cl)=O.[OH-].[NH4+:23].O. Product: [Cl:1][C:2]1[CH:10]=[C:9]([C:11]2[CH:16]=[CH:15][CH:14]=[CH:13][C:12]=2[CH3:17])[C:5]([C:6]([NH2:23])=[O:7])=[CH:4][N:3]=1. The catalyst class is: 118. (6) Reactant: [CH3:1][O:2][CH2:3][C@H:4]1[CH2:8][CH2:7][CH2:6][N:5]1[S:9]([C:12]1[CH:13]=[C:14]2[C:18](=[CH:19][CH:20]=1)[N:17]([CH2:21][C:22]([CH3:26])([CH3:25])[C:23]#[N:24])[C:16](=O)[C:15]12[O:32][CH2:31][CH2:30][CH2:29][O:28]1)(=[O:11])=[O:10].N. The catalyst class is: 592. Product: [CH3:1][O:2][CH2:3][C@H:4]1[CH2:8][CH2:7][CH2:6][N:5]1[S:9]([C:12]1[CH:20]=[CH:19][C:18]2[N:17]3[CH2:21][C:22]([CH3:26])([CH3:25])[CH2:23][N:24]=[C:16]3[C:15]3([O:28][CH2:29][CH2:30][CH2:31][O:32]3)[C:14]=2[CH:13]=1)(=[O:10])=[O:11].